The task is: Predict the reactants needed to synthesize the given product.. This data is from Full USPTO retrosynthesis dataset with 1.9M reactions from patents (1976-2016). (1) Given the product [C:1]1([C:7]2[CH:16]=[CH:15][CH:14]=[C:13]3[C:8]=2[C:9]([NH:27][CH2:28][C:29]2[CH:34]=[CH:33][CH:32]=[CH:31][N:30]=2)=[N:10][C:11]([C:17]2[CH:18]=[C:19]([CH:23]([CH3:26])[C:24]([OH:37])=[O:35])[CH:20]=[N:21][CH:22]=2)=[N:12]3)[CH:6]=[CH:5][CH:4]=[CH:3][CH:2]=1, predict the reactants needed to synthesize it. The reactants are: [C:1]1([C:7]2[CH:16]=[CH:15][CH:14]=[C:13]3[C:8]=2[C:9]([NH:27][CH2:28][C:29]2[CH:34]=[CH:33][CH:32]=[CH:31][N:30]=2)=[N:10][C:11]([C:17]2[CH:18]=[C:19]([CH:23]([CH3:26])[C:24]#N)[CH:20]=[N:21][CH:22]=2)=[N:12]3)[CH:6]=[CH:5][CH:4]=[CH:3][CH:2]=1.[OH-:35].[Na+].[OH2:37].Cl. (2) The reactants are: [CH2:1]([O:8][C:9]([NH:11][CH2:12][CH2:13][CH2:14][CH2:15][C:16]1[CH:26]=[CH:25][C:19]([O:20][CH2:21][C:22]([OH:24])=O)=[CH:18][CH:17]=1)=[O:10])[C:2]1[CH:7]=[CH:6][CH:5]=[CH:4][CH:3]=1.[NH2:27][C:28]1[CH:33]=[CH:32][CH:31]=[CH:30][CH:29]=1.CCN=C=NCCCN(C)C.Cl. Given the product [CH2:1]([O:8][C:9](=[O:10])[NH:11][CH2:12][CH2:13][CH2:14][CH2:15][C:16]1[CH:17]=[CH:18][C:19]([O:20][CH2:21][C:22](=[O:24])[NH:27][C:28]2[CH:33]=[CH:32][CH:31]=[CH:30][CH:29]=2)=[CH:25][CH:26]=1)[C:2]1[CH:3]=[CH:4][CH:5]=[CH:6][CH:7]=1, predict the reactants needed to synthesize it. (3) Given the product [CH3:14][S:13]([C:10]1[N:11]=[CH:12][C:7]2[C:6](=[O:15])[O:5][CH2:4][CH2:3][N:2]([CH3:1])[C:8]=2[N:9]=1)=[O:24], predict the reactants needed to synthesize it. The reactants are: [CH3:1][N:2]1[C:8]2[N:9]=[C:10]([S:13][CH3:14])[N:11]=[CH:12][C:7]=2[C:6](=[O:15])[O:5][CH2:4][CH2:3]1.ClC1C=CC=C(C(OO)=[O:24])C=1. (4) Given the product [CH2:1]([O:8][C:9](=[O:61])[C@@H:10]([NH2:43])[CH2:11][CH2:12][CH2:13][CH2:14][NH:15][C:16](=[O:42])[C@@H:17]([NH:32][C:33](=[O:41])[CH2:34][CH2:35][CH2:36][CH2:37][CH2:38][CH2:39][CH3:40])[CH2:18][CH2:19][CH2:20][CH2:21][NH:22][C:23](=[O:31])[CH2:24][CH2:25][CH2:26][CH2:27][CH2:28][CH2:29][CH3:30])[C:2]1[CH:7]=[CH:6][CH:5]=[CH:4][CH:3]=1, predict the reactants needed to synthesize it. The reactants are: [CH2:1]([O:8][C:9](=[O:61])[C@@H:10]([NH:43]C(OCC1C2C=CC=CC=2C2C1=CC=CC=2)=O)[CH2:11][CH2:12][CH2:13][CH2:14][NH:15][C:16](=[O:42])[C@@H:17]([NH:32][C:33](=[O:41])[CH2:34][CH2:35][CH2:36][CH2:37][CH2:38][CH2:39][CH3:40])[CH2:18][CH2:19][CH2:20][CH2:21][NH:22][C:23](=[O:31])[CH2:24][CH2:25][CH2:26][CH2:27][CH2:28][CH2:29][CH3:30])[C:2]1[CH:7]=[CH:6][CH:5]=[CH:4][CH:3]=1.C(NCC)C. (5) Given the product [F:28][C:25]1[CH:26]=[CH:27][C:22]([C:16]2[O:15][C:13]3=[N:14][C:9]([NH:43][CH2:42][C:41]([F:45])([F:44])[F:40])=[C:10]([C:29]4[CH:30]=[CH:31][C:32]([O:38][CH3:39])=[C:33]([CH:37]=4)[C:34]([OH:36])=[O:35])[CH:11]=[C:12]3[C:17]=2[C:18](=[O:21])[NH:19][CH3:20])=[CH:23][CH:24]=1, predict the reactants needed to synthesize it. The reactants are: CC([O-])(CC)C.[Na+].Cl[C:9]1[N:14]=[C:13]2[O:15][C:16]([C:22]3[CH:27]=[CH:26][C:25]([F:28])=[CH:24][CH:23]=3)=[C:17]([C:18](=[O:21])[NH:19][CH3:20])[C:12]2=[CH:11][C:10]=1[C:29]1[CH:30]=[CH:31][C:32]([O:38][CH3:39])=[C:33]([CH:37]=1)[C:34]([OH:36])=[O:35].[F:40][C:41]([F:45])([F:44])[CH2:42][NH2:43]. (6) Given the product [CH3:29][O:30][C@H:31]([C:33]1[N:34]([C:2]2[N:10]=[C:9]3[C:5]([N:6]=[C:7]([CH2:12][N:13]4[CH2:18][CH2:17][CH:16]([C:19]([OH:22])([CH3:20])[CH3:21])[CH2:15][CH2:14]4)[N:8]3[CH3:11])=[C:4]([N:23]3[CH2:28][CH2:27][O:26][CH2:25][CH2:24]3)[N:3]=2)[C:35]2[CH:41]=[CH:40][CH:39]=[CH:38][C:36]=2[N:37]=1)[CH3:32], predict the reactants needed to synthesize it. The reactants are: Cl[C:2]1[N:10]=[C:9]2[C:5]([N:6]=[C:7]([CH2:12][N:13]3[CH2:18][CH2:17][CH:16]([C:19]([OH:22])([CH3:21])[CH3:20])[CH2:15][CH2:14]3)[N:8]2[CH3:11])=[C:4]([N:23]2[CH2:28][CH2:27][O:26][CH2:25][CH2:24]2)[N:3]=1.[CH3:29][O:30][CH:31]([C:33]1[NH:37][C:36]2[CH:38]=[CH:39][CH:40]=[CH:41][C:35]=2[N:34]=1)[CH3:32]. (7) Given the product [Cl:1][C:2]1[N:3]([CH2:10][C@@H:11]([OH:24])[CH2:12][N:28]2[CH2:27][CH2:26][N:25]([C:31]([O:33][C:34]([CH3:37])([CH3:36])[CH3:35])=[O:32])[CH2:30][CH2:29]2)[CH:4]=[C:5]([N+:7]([O-:9])=[O:8])[N:6]=1, predict the reactants needed to synthesize it. The reactants are: [Cl:1][C:2]1[N:3]([CH2:10][C@@H:11]([OH:24])[CH2:12]OS(C2C=CC(C)=CC=2)(=O)=O)[CH:4]=[C:5]([N+:7]([O-:9])=[O:8])[N:6]=1.[N:25]1([C:31]([O:33][C:34]([CH3:37])([CH3:36])[CH3:35])=[O:32])[CH2:30][CH2:29][NH:28][CH2:27][CH2:26]1.C(N(CC)CC)C.